From a dataset of Reaction yield outcomes from USPTO patents with 853,638 reactions. Predict the reaction yield, written as a fraction of the theoretical maximum amount of product (1.0 means a 100% yield; for example, 0.34 means a 34% yield). (1) The reactants are Cl[C:2]1[N:3]=[C:4]([N:21]2[CH2:26][CH2:25][O:24][CH2:23][CH2:22]2)[C:5]2[S:10][C:9]([CH2:11][N:12]([CH3:20])[CH2:13][C:14]3[N:15]=[CH:16][N:17]([CH3:19])[CH:18]=3)=[CH:8][C:6]=2[N:7]=1.CC1(C)C(C)(C)OB([C:35]2[CH:36]=[N:37][C:38]([NH2:41])=[N:39][CH:40]=2)O1. No catalyst specified. The product is [CH3:20][N:12]([CH2:11][C:9]1[S:10][C:5]2[C:4]([N:21]3[CH2:26][CH2:25][O:24][CH2:23][CH2:22]3)=[N:3][C:2]([C:35]3[CH:36]=[N:37][C:38]([NH2:41])=[N:39][CH:40]=3)=[N:7][C:6]=2[CH:8]=1)[CH2:13][C:14]1[N:15]=[CH:16][N:17]([CH3:19])[CH:18]=1. The yield is 0.490. (2) The reactants are CC(C)([O-])C.[K+].[C:7](=[O:12])(OC)[O:8][CH3:9].[NH2:13][C:14]1[CH:15]=[N:16][CH:17]=[CH:18][C:19]=1[CH3:20].O. The catalyst is O1CCCC1. The product is [CH3:20][C:19]1[CH:18]=[CH:17][N:16]=[CH:15][C:14]=1[NH:13][C:7](=[O:12])[O:8][CH3:9]. The yield is 0.880. (3) The reactants are C(OC([NH:11][CH:12]([CH:23]([CH3:25])[CH3:24])[C:13](=[O:22])[C:14]([CH3:21])([CH3:20])[C:15](OCC)=[O:16])=O)C1C=CC=CC=1. The catalyst is CO.[C].[Pd]. The product is [CH:23]([CH:12]1[NH:11][C:15](=[O:16])[C:14]([CH3:21])([CH3:20])[C:13]1=[O:22])([CH3:25])[CH3:24]. The yield is 0.760.